This data is from Catalyst prediction with 721,799 reactions and 888 catalyst types from USPTO. The task is: Predict which catalyst facilitates the given reaction. (1) Reactant: [F:1][C:2]1[CH:23]=[CH:22][CH:21]=[C:20]([F:24])[C:3]=1[CH2:4][O:5][C:6]1[C:7]2[N:8]([C:13]([C:17]([NH2:19])=O)=[C:14]([CH3:16])[N:15]=2)[CH:9]=[C:10]([CH3:12])[CH:11]=1.N1C=CC=CC=1.FC(F)(F)C(OC(=O)C(F)(F)F)=O.O. Product: [F:1][C:2]1[CH:23]=[CH:22][CH:21]=[C:20]([F:24])[C:3]=1[CH2:4][O:5][C:6]1[C:7]2[N:8]([C:13]([C:17]#[N:19])=[C:14]([CH3:16])[N:15]=2)[CH:9]=[C:10]([CH3:12])[CH:11]=1. The catalyst class is: 1. (2) Reactant: B(Br)(Br)Br.[Cl:5][C:6]1[CH:7]=[CH:8][C:9]([O:21]C)=[C:10]([C:12]2[C:16]3[CH:17]=[CH:18][CH:19]=[CH:20][C:15]=3[O:14][N:13]=2)[CH:11]=1.CCCCCC.CCOC(C)=O. Product: [O:14]1[C:15]2[CH:20]=[CH:19][CH:18]=[CH:17][C:16]=2[C:12]([C:10]2[CH:11]=[C:6]([Cl:5])[CH:7]=[CH:8][C:9]=2[OH:21])=[N:13]1. The catalyst class is: 2. (3) Reactant: [CH3:1][C:2]1[C:11]([N+:12]([O-:14])=[O:13])=[CH:10][CH:9]=[CH:8][C:3]=1[C:4](=[NH:7])[NH:5][NH2:6].[NH2:15][C:16](=S)[C:17](OCC)=[O:18]. Product: [NH2:15][C:16]1[C:17](=[O:18])[NH:7][C:4]([C:3]2[CH:8]=[CH:9][CH:10]=[C:11]([N+:12]([O-:14])=[O:13])[C:2]=2[CH3:1])=[N:5][N:6]=1. The catalyst class is: 8. (4) Reactant: [C:1]([NH:5][C:6](=[O:24])[C:7]1[CH:12]=[CH:11][CH:10]=[C:9]([O:13][C:14]2[C:19]([Cl:20])=[CH:18][C:17]([N+:21]([O-])=O)=[CH:16][N:15]=2)[CH:8]=1)([CH3:4])([CH3:3])[CH3:2].[Cl-].[Ca+2].[Cl-].O. Product: [NH2:21][C:17]1[CH:18]=[C:19]([Cl:20])[C:14]([O:13][C:9]2[CH:8]=[C:7]([CH:12]=[CH:11][CH:10]=2)[C:6]([NH:5][C:1]([CH3:4])([CH3:3])[CH3:2])=[O:24])=[N:15][CH:16]=1. The catalyst class is: 8.